This data is from TCR-epitope binding with 47,182 pairs between 192 epitopes and 23,139 TCRs. The task is: Binary Classification. Given a T-cell receptor sequence (or CDR3 region) and an epitope sequence, predict whether binding occurs between them. (1) The epitope is FLPRVFSAV. The TCR CDR3 sequence is CASSLPSYEQYF. Result: 1 (the TCR binds to the epitope). (2) The epitope is KLPDDFTGCV. The TCR CDR3 sequence is CASSPTSSNQPQHF. Result: 1 (the TCR binds to the epitope). (3) The epitope is TAFTIPSI. The TCR CDR3 sequence is CASSYDLGDLQETQYF. Result: 0 (the TCR does not bind to the epitope). (4) The epitope is YIFFASFYY. The TCR CDR3 sequence is CASSLAGQYNEQFF. Result: 1 (the TCR binds to the epitope). (5) The epitope is VLWAHGFEL. The TCR CDR3 sequence is CASGAGWGTGELFF. Result: 1 (the TCR binds to the epitope). (6) The epitope is VVYRGTTTY. The TCR CDR3 sequence is CASSEMNYKIQYF. Result: 1 (the TCR binds to the epitope). (7) The epitope is KAYNVTQAF. The TCR CDR3 sequence is CASSERNSLEAFF. Result: 0 (the TCR does not bind to the epitope). (8) The epitope is FLNGSCGSV. The TCR CDR3 sequence is CATSSGTGWNEQYF. Result: 1 (the TCR binds to the epitope). (9) The epitope is KLMNIQQKL. The TCR CDR3 sequence is CASSVGTSGPNTGELFF. Result: 0 (the TCR does not bind to the epitope). (10) The epitope is AVFDRKSDAK. The TCR CDR3 sequence is CAPSTANYGYTF. Result: 1 (the TCR binds to the epitope).